From a dataset of Forward reaction prediction with 1.9M reactions from USPTO patents (1976-2016). Predict the product of the given reaction. (1) Given the reactants [CH3:1][C:2]1[C:3]([C:12]([O:14]C)=[O:13])=[N:4][CH:5]=[C:6]([O:8][CH2:9][C:10]#[CH:11])[N:7]=1.O.[OH-].[Li+].Cl, predict the reaction product. The product is: [CH3:1][C:2]1[C:3]([C:12]([OH:14])=[O:13])=[N:4][CH:5]=[C:6]([O:8][CH2:9][C:10]#[CH:11])[N:7]=1. (2) Given the reactants [C:1]([O:5][C:6]([NH:8][C:9]1[O:17][C:16]2[C:11](=[N:12][CH:13]=[C:14]([CH2:18][CH2:19][CH:20]=O)[CH:15]=2)[C:10]=1[C:22]([O:24][CH2:25][CH3:26])=[O:23])=[O:7])([CH3:4])([CH3:3])[CH3:2].[NH:27]1[CH2:32][CH2:31][O:30][CH2:29][CH2:28]1.C(O[BH-](OC(=O)C)OC(=O)C)(=O)C.[Na+], predict the reaction product. The product is: [C:1]([O:5][C:6]([NH:8][C:9]1[O:17][C:16]2[C:11](=[N:12][CH:13]=[C:14]([CH2:18][CH2:19][CH2:20][N:27]3[CH2:32][CH2:31][O:30][CH2:29][CH2:28]3)[CH:15]=2)[C:10]=1[C:22]([O:24][CH2:25][CH3:26])=[O:23])=[O:7])([CH3:2])([CH3:3])[CH3:4].